From a dataset of Catalyst prediction with 721,799 reactions and 888 catalyst types from USPTO. Predict which catalyst facilitates the given reaction. (1) Reactant: F[P-](F)(F)(F)(F)F.N1(O[P+](N(C)C)(N(C)C)N(C)C)C2C=CC=CC=2N=N1.[CH3:28][CH2:29][O:30][C:31]([C:33]1[CH:44]=[C:36]2[C:37]([C:41]([OH:43])=O)=[CH:38][CH:39]=[CH:40][N:35]2[N:34]=1)=[O:32].[C:45]12([CH2:55][NH2:56])[CH2:54][CH:49]3[CH2:50][CH:51]([CH2:53][CH:47]([CH2:48]3)[CH2:46]1)[CH2:52]2.CCN(C(C)C)C(C)C. Product: [CH2:29]([O:30][C:31]([C:33]1[CH:44]=[C:36]2[C:37]([C:41](=[O:43])[NH:56][CH2:55][C:45]34[CH2:54][CH:49]5[CH2:48][CH:47]([CH2:53][CH:51]([CH2:50]5)[CH2:52]3)[CH2:46]4)=[CH:38][CH:39]=[CH:40][N:35]2[N:34]=1)=[O:32])[CH3:28]. The catalyst class is: 329. (2) Reactant: [Mg].[CH2:2]([O:9][C:10]1[CH:15]=[CH:14][C:13](Br)=[CH:12][CH:11]=1)[C:3]1[CH:8]=[CH:7][CH:6]=[CH:5][CH:4]=1.[CH3:17][C:18]1([CH3:25])[CH2:23][CH2:22][C:21](=[O:24])[CH2:20][CH2:19]1. Product: [CH2:2]([O:9][C:10]1[CH:15]=[CH:14][C:13]([C:21]2([OH:24])[CH2:22][CH2:23][C:18]([CH3:25])([CH3:17])[CH2:19][CH2:20]2)=[CH:12][CH:11]=1)[C:3]1[CH:8]=[CH:7][CH:6]=[CH:5][CH:4]=1. The catalyst class is: 1. (3) Reactant: [O:1]=[C:2]1[C@H:6]([NH:7][C:8](=[O:17])[O:9][CH2:10][C:11]2[CH:16]=[CH:15][CH:14]=[CH:13][CH:12]=2)[CH2:5][C:4](=[O:18])[O:3]1.[BH4-].[Na+]. Product: [CH2:10]([O:9][C:8]([NH:7][C@@H:6]([CH2:2][OH:1])[CH2:5][C:4]([OH:18])=[O:3])=[O:17])[C:11]1[CH:12]=[CH:13][CH:14]=[CH:15][CH:16]=1. The catalyst class is: 1. (4) Reactant: C([N:8]1[CH2:13][CH2:12][C:11]2([CH2:22][CH2:21][C:20]3[C:15](=[CH:16][CH:17]=[C:18]([Cl:23])[CH:19]=3)[O:14]2)[CH2:10][CH2:9]1)C1C=CC=CC=1.ClC(OC(Cl)C)=O. Product: [ClH:23].[Cl:23][C:18]1[CH:19]=[C:20]2[C:15](=[CH:16][CH:17]=1)[O:14][C:11]1([CH2:10][CH2:9][NH:8][CH2:13][CH2:12]1)[CH2:22][CH2:21]2. The catalyst class is: 11. (5) Reactant: [H-].[H-].[H-].[H-].[Li+].[Al+3].C[O:8][C:9](=O)[CH2:10][CH:11]1[CH2:16][CH2:15][N:14]([CH3:17])[CH2:13][CH2:12]1.O.[OH-].[Na+]. Product: [CH3:17][N:14]1[CH2:15][CH2:16][CH:11]([CH2:10][CH2:9][OH:8])[CH2:12][CH2:13]1. The catalyst class is: 1. (6) Reactant: [Br:1][C:2]1[S:13][C:5]2[C:6](Cl)=[N:7][CH:8]=[C:9]([C:10]#[N:11])[C:4]=2[CH:3]=1.C(=O)([O-])[O-].[K+].[K+].[NH2:20][C@H:21]1[CH2:26][CH2:25][CH2:24][N:23]([C:27]([O:29][C:30]([CH3:33])([CH3:32])[CH3:31])=[O:28])[CH2:22]1.O. Product: [Br:1][C:2]1[S:13][C:5]2=[C:6]([NH:20][C@H:21]3[CH2:26][CH2:25][CH2:24][N:23]([C:27]([O:29][C:30]([CH3:33])([CH3:32])[CH3:31])=[O:28])[CH2:22]3)[N:7]=[CH:8][C:9]([C:10]#[N:11])=[C:4]2[CH:3]=1. The catalyst class is: 37. (7) Reactant: C[O:2][C:3]([C:5]1[N:9]=[CH:8][N:7]([CH2:10][C:11]2[CH:16]=[CH:15][CH:14]=[CH:13][CH:12]=2)[N:6]=1)=[O:4].[OH-].[Na+]. Product: [CH2:10]([N:7]1[CH:8]=[N:9][C:5]([C:3]([OH:4])=[O:2])=[N:6]1)[C:11]1[CH:16]=[CH:15][CH:14]=[CH:13][CH:12]=1. The catalyst class is: 36.